Dataset: Forward reaction prediction with 1.9M reactions from USPTO patents (1976-2016). Task: Predict the product of the given reaction. Given the reactants [N:1]([C@H:4]1[CH2:8][N:7]([C:9]([O:11][C:12]([CH3:15])([CH3:14])[CH3:13])=[O:10])[C@@H:6]([CH2:16][O:17][CH2:18][CH3:19])[CH2:5]1)=[N+]=[N-], predict the reaction product. The product is: [NH2:1][C@H:4]1[CH2:8][N:7]([C:9]([O:11][C:12]([CH3:13])([CH3:14])[CH3:15])=[O:10])[C@@H:6]([CH2:16][O:17][CH2:18][CH3:19])[CH2:5]1.